The task is: Predict which catalyst facilitates the given reaction.. This data is from Catalyst prediction with 721,799 reactions and 888 catalyst types from USPTO. (1) Reactant: [OH:1][CH2:2]/[CH:3]=[C:4](\[C:6]1[C:7]([O:20][CH2:21][CH2:22][CH3:23])=[CH:8][C:9]2[C:10]([CH3:19])([CH3:18])[CH2:11][CH2:12][C:13]([CH3:17])([CH3:16])[C:14]=2[CH:15]=1)/[CH3:5].C[N+]1([O-])CCOCC1. Product: [CH3:17][C:13]1([CH3:16])[CH2:12][CH2:11][C:10]([CH3:18])([CH3:19])[C:9]2[CH:8]=[C:7]([O:20][CH2:21][CH2:22][CH3:23])[C:6](/[C:4](/[CH3:5])=[CH:3]\[CH:2]=[O:1])=[CH:15][C:14]1=2. The catalyst class is: 678. (2) Reactant: Cl[C:2]1[C:11]([N:12]([CH3:16])[CH:13]([CH3:15])[CH3:14])=[N:10][C:9]2[C:4](=[CH:5][CH:6]=[C:7]([C:17]([O:19][CH3:20])=[O:18])[CH:8]=2)[N:3]=1.[F:21][C:22]1[CH:39]=[CH:38][C:25]2[CH:26]=[C:27](B3OC(C)(C)C(C)(C)O3)[O:28][C:24]=2[CH:23]=1.[O-]P([O-])([O-])=O.[K+].[K+].[K+]. Product: [F:21][C:22]1[CH:39]=[CH:38][C:25]2[CH:26]=[C:27]([C:2]3[C:11]([N:12]([CH3:16])[CH:13]([CH3:15])[CH3:14])=[N:10][C:9]4[C:4](=[CH:5][CH:6]=[C:7]([C:17]([O:19][CH3:20])=[O:18])[CH:8]=4)[N:3]=3)[O:28][C:24]=2[CH:23]=1. The catalyst class is: 70. (3) Reactant: [OH:1][C:2]1[CH:3]=[C:4]([CH:11]=[C:12]([C:14]([F:17])([F:16])[F:15])[CH:13]=1)[C:5]([N:7]([O:9][CH3:10])[CH3:8])=[O:6].N1C=CN=C1.[Si:23](Cl)([C:26]([CH3:29])([CH3:28])[CH3:27])([CH3:25])[CH3:24]. Product: [C:26]([Si:23]([CH3:25])([CH3:24])[O:1][C:2]1[CH:3]=[C:4]([CH:11]=[C:12]([C:14]([F:15])([F:16])[F:17])[CH:13]=1)[C:5]([N:7]([O:9][CH3:10])[CH3:8])=[O:6])([CH3:29])([CH3:28])[CH3:27]. The catalyst class is: 91. (4) Reactant: [OH:1][C:2]1[C:3]([C:8]2[CH:13]=[CH:12][CH:11]=[CH:10][CH:9]=2)=[N:4][CH:5]=[CH:6][CH:7]=1.[CH2:14]([Br:17])[CH:15]=[CH2:16]. Product: [Br-:17].[OH:1][C:2]1[C:3]([C:8]2[CH:9]=[CH:10][CH:11]=[CH:12][CH:13]=2)=[N+:4]([CH2:16][CH:15]=[CH2:14])[CH:5]=[CH:6][CH:7]=1. The catalyst class is: 11.